From a dataset of Catalyst prediction with 721,799 reactions and 888 catalyst types from USPTO. Predict which catalyst facilitates the given reaction. (1) Reactant: [Cl-].[Al+3].[Cl-].[Cl-].[N-:5]=[N+:6]=[N-:7].[Na+].[CH3:9][O:10][C:11](=[O:23])[C:12]1[C:17]([CH3:18])=[CH:16][CH:15]=[C:14]([F:19])[C:13]=1[N:20]=[C:21]=[O:22].N([O-])=O.[Na+].Cl. Product: [CH3:9][O:10][C:11](=[O:23])[C:12]1[C:17]([CH3:18])=[CH:16][CH:15]=[C:14]([F:19])[C:13]=1[N:20]1[C:21](=[O:22])[NH:7][N:6]=[N:5]1. The catalyst class is: 9. (2) Reactant: [CH3:1][O:2][C:3]1[C:4]([N+:23]([O-:25])=[O:24])=[C:5]([NH:9][CH2:10][C@@H:11]2[CH2:15][CH2:14][N:13](C(OC(C)(C)C)=O)[CH2:12]2)[CH:6]=[CH:7][CH:8]=1.[ClH:26].CO. Product: [ClH:26].[CH3:1][O:2][C:3]1[C:4]([N+:23]([O-:25])=[O:24])=[C:5]([CH:6]=[CH:7][CH:8]=1)[NH:9][CH2:10][C@@H:11]1[CH2:15][CH2:14][NH:13][CH2:12]1. The catalyst class is: 5. (3) Reactant: [Cl:1][C:2]1[N:10]=[CH:9][C:8]([F:11])=[CH:7][C:3]=1[C:4](O)=[O:5].C[N:13](C=O)C.C(Cl)(=O)C(Cl)=O. Product: [Cl:1][C:2]1[N:10]=[CH:9][C:8]([F:11])=[CH:7][C:3]=1[C:4]([NH2:13])=[O:5]. The catalyst class is: 2. (4) Reactant: [C:1]([NH:4][C@H:5]([CH2:10][O:11][CH2:12][C:13]#[CH:14])[C:6]([O:8]C)=[O:7])(=[O:3])[CH3:2].[Li+].[OH-]. Product: [C:1]([NH:4][C@H:5]([CH2:10][O:11][CH2:12][C:13]#[CH:14])[C:6]([OH:8])=[O:7])(=[O:3])[CH3:2]. The catalyst class is: 1. (5) Reactant: Br[C:2]1[C:6]([C:7]2[N:8]=[C:9]([NH:12][C:13]3[N:18]=[C:17]([CH3:19])[CH:16]=[CH:15][N:14]=3)[S:10][CH:11]=2)=[CH:5][N:4]([CH2:20][C:21]2[CH:26]=[CH:25][C:24]([O:27][CH3:28])=[CH:23][CH:22]=2)[N:3]=1.[C:29]1(B(O)O)[CH:34]=[CH:33][CH:32]=[CH:31][CH:30]=1.C([O-])(O)=O.[Na+]. Product: [CH3:28][O:27][C:24]1[CH:25]=[CH:26][C:21]([CH2:20][N:4]2[CH:5]=[C:6]([C:7]3[N:8]=[C:9]([NH:12][C:13]4[N:18]=[C:17]([CH3:19])[CH:16]=[CH:15][N:14]=4)[S:10][CH:11]=3)[C:2]([C:29]3[CH:34]=[CH:33][CH:32]=[CH:31][CH:30]=3)=[N:3]2)=[CH:22][CH:23]=1. The catalyst class is: 77. (6) Reactant: Cl[C:2]1[N:11]=[C:10]([NH:12][CH2:13][CH:14]([C:21]2[CH:26]=[CH:25][CH:24]=[CH:23][CH:22]=2)[C:15]2[N:20]=[CH:19][CH:18]=[CH:17][N:16]=2)[C:9]2[C:4](=[CH:5][CH:6]=[CH:7][CH:8]=2)[N:3]=1.[CH3:27][N:28]([CH3:44])[C:29]1[CH:34]=[CH:33][C:32](B2OC(C)(C)C(C)(C)O2)=[CH:31][CH:30]=1.C1(C(C2C=CC=CN=2)CNC2C3C(=CC=CC=3)N=C(C3C=CC(NS(C)(=O)=O)=CC=3)N=2)C=CC=CC=1. Product: [CH3:27][N:28]([CH3:44])[C:29]1[CH:34]=[CH:33][C:32]([C:2]2[N:11]=[C:10]([NH:12][CH2:13][CH:14]([C:21]3[CH:26]=[CH:25][CH:24]=[CH:23][CH:22]=3)[C:15]3[N:20]=[CH:19][CH:18]=[CH:17][N:16]=3)[C:9]3[C:4](=[CH:5][CH:6]=[CH:7][CH:8]=3)[N:3]=2)=[CH:31][CH:30]=1. The catalyst class is: 147. (7) Reactant: [CH3:1][O:2][C:3]1[CH:8]=[CH:7][C:6]([C:9]2[N:10]=[C:11]([NH:14][C:15]([C:17]3[N:18]=[CH:19][C:20]([N:23]4[CH2:28][CH2:27][CH:26]([C:29]([O:31]CC)=[O:30])[CH2:25][CH2:24]4)=[N:21][CH:22]=3)=[O:16])[S:12][CH:13]=2)=[CH:5][C:4]=1[C:34]([F:37])([F:36])[F:35].C=O.[C:40]([O:43][C:44](=O)[CH3:45])(=O)C. Product: [CH2:9]([N:10]([CH2:11][C:13]1[S:12][C:11]([NH:14][C:15]([C:17]2[N:18]=[CH:19][C:20]([N:23]3[CH2:24][CH2:25][CH:26]([C:29]([OH:31])=[O:30])[CH2:27][CH2:28]3)=[N:21][CH:22]=2)=[O:16])=[N:10][C:9]=1[C:6]1[CH:7]=[CH:8][C:3]([O:2][CH3:1])=[C:4]([C:34]([F:37])([F:36])[F:35])[CH:5]=1)[CH2:45][CH2:44][O:43][CH3:40])[CH:6]([CH3:7])[CH3:5]. The catalyst class is: 15.